From a dataset of Retrosynthesis with 50K atom-mapped reactions and 10 reaction types from USPTO. Predict the reactants needed to synthesize the given product. Given the product CC(C)(C)OC(=O)N1CCN(C(=O)OC(C)(C)C)[C@@H](CCCCO)C1, predict the reactants needed to synthesize it. The reactants are: CC(C)(C)OC(=O)N1CCN(C(=O)OC(C)(C)C)[C@@H](CCCC(=O)O)C1.